This data is from NCI-60 drug combinations with 297,098 pairs across 59 cell lines. The task is: Regression. Given two drug SMILES strings and cell line genomic features, predict the synergy score measuring deviation from expected non-interaction effect. (1) Drug 1: C1=CC(=C2C(=C1NCCNCCO)C(=O)C3=C(C=CC(=C3C2=O)O)O)NCCNCCO. Drug 2: CN(C(=O)NC(C=O)C(C(C(CO)O)O)O)N=O. Cell line: MOLT-4. Synergy scores: CSS=36.3, Synergy_ZIP=1.93, Synergy_Bliss=-8.02, Synergy_Loewe=-34.3, Synergy_HSA=-7.37. (2) Drug 1: CC(CN1CC(=O)NC(=O)C1)N2CC(=O)NC(=O)C2. Drug 2: CC1=C(C=C(C=C1)C(=O)NC2=CC(=CC(=C2)C(F)(F)F)N3C=C(N=C3)C)NC4=NC=CC(=N4)C5=CN=CC=C5. Cell line: BT-549. Synergy scores: CSS=-0.902, Synergy_ZIP=-0.577, Synergy_Bliss=0.00228, Synergy_Loewe=-5.94, Synergy_HSA=-6.00. (3) Drug 1: CN(C)N=NC1=C(NC=N1)C(=O)N. Drug 2: CC1=C(C=C(C=C1)NC(=O)C2=CC=C(C=C2)CN3CCN(CC3)C)NC4=NC=CC(=N4)C5=CN=CC=C5. Cell line: OVCAR3. Synergy scores: CSS=-5.74, Synergy_ZIP=-0.674, Synergy_Bliss=-5.48, Synergy_Loewe=-8.72, Synergy_HSA=-7.51. (4) Drug 1: C1C(C(OC1N2C=C(C(=O)NC2=O)F)CO)O. Drug 2: CC1C(C(CC(O1)OC2CC(CC3=C2C(=C4C(=C3O)C(=O)C5=CC=CC=C5C4=O)O)(C(=O)C)O)N)O. Cell line: NCI-H226. Synergy scores: CSS=46.4, Synergy_ZIP=-2.25, Synergy_Bliss=-2.07, Synergy_Loewe=-0.766, Synergy_HSA=3.24. (5) Drug 1: C1CN1P(=S)(N2CC2)N3CC3. Drug 2: CC1CCC2CC(C(=CC=CC=CC(CC(C(=O)C(C(C(=CC(C(=O)CC(OC(=O)C3CCCCN3C(=O)C(=O)C1(O2)O)C(C)CC4CCC(C(C4)OC)O)C)C)O)OC)C)C)C)OC. Cell line: EKVX. Synergy scores: CSS=1.35, Synergy_ZIP=-2.00, Synergy_Bliss=1.83, Synergy_Loewe=-3.90, Synergy_HSA=-1.24. (6) Drug 1: C1=CC(=C2C(=C1NCCNCCO)C(=O)C3=C(C=CC(=C3C2=O)O)O)NCCNCCO. Drug 2: CC1CCC2CC(C(=CC=CC=CC(CC(C(=O)C(C(C(=CC(C(=O)CC(OC(=O)C3CCCCN3C(=O)C(=O)C1(O2)O)C(C)CC4CCC(C(C4)OC)O)C)C)O)OC)C)C)C)OC. Cell line: OVCAR-4. Synergy scores: CSS=31.6, Synergy_ZIP=-8.31, Synergy_Bliss=-4.79, Synergy_Loewe=0.139, Synergy_HSA=1.46. (7) Drug 1: CN(C)N=NC1=C(NC=N1)C(=O)N. Drug 2: CC(C)CN1C=NC2=C1C3=CC=CC=C3N=C2N. Cell line: OVCAR-5. Synergy scores: CSS=-0.824, Synergy_ZIP=0.0439, Synergy_Bliss=0.138, Synergy_Loewe=-0.387, Synergy_HSA=-1.26.